This data is from Catalyst prediction with 721,799 reactions and 888 catalyst types from USPTO. The task is: Predict which catalyst facilitates the given reaction. Reactant: [CH:1]1[C:10]2[C:5](=[CH:6][CH:7]=[CH:8][CH:9]=2)[CH:4]=[CH:3][C:2]=1[C:11]1[O:12][CH:13]=[C:14]([CH2:16][C:17](O)=[O:18])[N:15]=1.[H-].[Al+3].[Li+].[H-].[H-].[H-].[OH-].[Na+].S([O-])([O-])(=O)=O.[Na+].[Na+]. Product: [CH:1]1[C:10]2[C:5](=[CH:6][CH:7]=[CH:8][CH:9]=2)[CH:4]=[CH:3][C:2]=1[C:11]1[O:12][CH:13]=[C:14]([CH2:16][CH2:17][OH:18])[N:15]=1. The catalyst class is: 30.